From a dataset of Forward reaction prediction with 1.9M reactions from USPTO patents (1976-2016). Predict the product of the given reaction. (1) Given the reactants Cl[C:2]1[CH:7]=[CH:6][N:5]=[CH:4][C:3]=1[C:8]1[N:13]=[C:12]([CH3:14])[N:11]=[C:10]([NH2:15])[CH:9]=1.[NH:16]1[C:24]2[CH:23]=[CH:22][CH:21]=[C:20]([NH2:25])[C:19]=2[CH:18]=[N:17]1.CCO, predict the reaction product. The product is: [NH2:15][C:10]1[N:11]=[C:12]([CH3:14])[N:13]=[C:8]([C:3]2[CH:4]=[N:5][CH:6]=[CH:7][C:2]=2[NH:25][C:20]2[C:19]3[CH:18]=[N:17][NH:16][C:24]=3[CH:23]=[CH:22][CH:21]=2)[CH:9]=1. (2) Given the reactants C(OC([N:8]1[CH2:13][CH2:12][C:11]2[N:14]([CH3:42])[C:15]([C:17]3[C:22]([C:23]#[C:24][C:25]4[CH:30]=[CH:29][CH:28]=[C:27]([NH:31][C:32]([NH:34][C:35]5[CH:40]=[CH:39][CH:38]=[CH:37][CH:36]=5)=[O:33])[CH:26]=4)=[CH:21][N:20]=[C:19]([NH2:41])[N:18]=3)=[CH:16][C:10]=2[C:9]1=[O:43])=O)(C)(C)C.[ClH:44], predict the reaction product. The product is: [ClH:44].[NH2:41][C:19]1[N:18]=[C:17]([C:15]2[N:14]([CH3:42])[C:11]3[CH2:12][CH2:13][NH:8][C:9](=[O:43])[C:10]=3[CH:16]=2)[C:22]([C:23]#[C:24][C:25]2[CH:26]=[C:27]([NH:31][C:32]([NH:34][C:35]3[CH:36]=[CH:37][CH:38]=[CH:39][CH:40]=3)=[O:33])[CH:28]=[CH:29][CH:30]=2)=[CH:21][N:20]=1.